Dataset: Reaction yield outcomes from USPTO patents with 853,638 reactions. Task: Predict the reaction yield, written as a fraction of the theoretical maximum amount of product (1.0 means a 100% yield; for example, 0.34 means a 34% yield). (1) The reactants are [NH2:1][C:2]1[C:3]2[C:10]([C:11]([C:13]3[CH:14]=[C:15]([NH:19][C:20]([NH:22][C:23]4[CH:28]=[C:27]([Cl:29])[CH:26]=[C:25]([Cl:30])[CH:24]=4)=[O:21])[CH:16]=[CH:17][CH:18]=3)=[O:12])=[CH:9][N:8]([CH:31]3[CH2:36][CH2:35][NH:34][CH2:33][CH2:32]3)[C:4]=2[N:5]=[CH:6][N:7]=1.[CH:37](=O)[CH3:38].C(O[BH-](OC(=O)C)OC(=O)C)(=O)C.[Na+]. The catalyst is CN(C=O)C.C1COCC1. The product is [NH2:1][C:2]1[C:3]2[C:10]([C:11]([C:13]3[CH:14]=[C:15]([NH:19][C:20]([NH:22][C:23]4[CH:28]=[C:27]([Cl:29])[CH:26]=[C:25]([Cl:30])[CH:24]=4)=[O:21])[CH:16]=[CH:17][CH:18]=3)=[O:12])=[CH:9][N:8]([CH:31]3[CH2:32][CH2:33][N:34]([CH2:37][CH3:38])[CH2:35][CH2:36]3)[C:4]=2[N:5]=[CH:6][N:7]=1. The yield is 0.100. (2) The reactants are [O:1]=[C:2]1[C:10]2([C:14]3=[CH:15][C:16]4[O:20][CH2:19][O:18][C:17]=4[CH:21]=[C:13]3[O:12][CH2:11]2)[C:9]2[C:4](=[CH:5][CH:6]=[CH:7][CH:8]=2)[N:3]1[CH2:22][C:23]1[CH:32]=[CH:31][CH:30]=[CH:29][C:24]=1[C:25]([O:27]C)=[O:26].O.[OH-].[Li+]. The catalyst is C1COCC1.O. The product is [O:1]=[C:2]1[C:10]2([C:14]3=[CH:15][C:16]4[O:20][CH2:19][O:18][C:17]=4[CH:21]=[C:13]3[O:12][CH2:11]2)[C:9]2[C:4](=[CH:5][CH:6]=[CH:7][CH:8]=2)[N:3]1[CH2:22][C:23]1[CH:32]=[CH:31][CH:30]=[CH:29][C:24]=1[C:25]([OH:27])=[O:26]. The yield is 1.00.